Dataset: Retrosynthesis with 50K atom-mapped reactions and 10 reaction types from USPTO. Task: Predict the reactants needed to synthesize the given product. (1) The reactants are: COc1cccc(OC)c1C(=O)Cl.c1ccc2c(c1)NCC1CCCN21. Given the product COc1cccc(OC)c1C(=O)N1CC2CCCN2c2ccccc21, predict the reactants needed to synthesize it. (2) Given the product O=C(NCC(=O)N1CCN(C(=O)c2cc(F)c(F)c(F)c2)CC1)c1cn(C2CCCC2)nn1, predict the reactants needed to synthesize it. The reactants are: NCC(=O)N1CCN(C(=O)c2cc(F)c(F)c(F)c2)CC1.O=C(O)c1cn(C2CCCC2)nn1.